Predict the reactants needed to synthesize the given product. From a dataset of Full USPTO retrosynthesis dataset with 1.9M reactions from patents (1976-2016). (1) Given the product [CH3:1][S:2]([CH:5]([C:13]1[CH:18]=[C:17]([N:22]2[CH2:27][CH2:26][O:25][CH2:24][CH2:23]2)[N:16]=[C:15]([S:20][CH3:21])[N:14]=1)[C:6]([O:8][CH3:9])=[O:7])(=[O:4])=[O:3], predict the reactants needed to synthesize it. The reactants are: [CH3:1][S:2]([CH2:5][C:6]([O:8][CH3:9])=[O:7])(=[O:4])=[O:3].[H-].[Na+].Cl[C:13]1[CH:18]=[C:17](Cl)[N:16]=[C:15]([S:20][CH3:21])[N:14]=1.[NH:22]1[CH2:27][CH2:26][O:25][CH2:24][CH2:23]1. (2) Given the product [F:10][C:8]([F:9])([F:11])[C:6]1[CH:5]=[CH:4][N:3]=[C:2]([NH:1][C:19](=[O:20])[O:18][C:12]2[CH:17]=[CH:16][CH:15]=[CH:14][CH:13]=2)[CH:7]=1, predict the reactants needed to synthesize it. The reactants are: [NH2:1][C:2]1[CH:7]=[C:6]([C:8]([F:11])([F:10])[F:9])[CH:5]=[CH:4][N:3]=1.[C:12]1([O:18][C:19](Cl)=[O:20])[CH:17]=[CH:16][CH:15]=[CH:14][CH:13]=1.N1C=CC=CC=1. (3) Given the product [C:1]([O:5][C:6]([N:8]1[CH2:13][C@H:12]([O:14][CH2:15][C:16]2[CH:25]=[C:24]([O:26][CH3:27])[C:23]3[C:18](=[CH:19][CH:20]=[CH:21][CH:22]=3)[CH:17]=2)[C@@H:11]([C:28]2[CH:29]=[CH:30][C:31]([OH:34])=[CH:32][CH:33]=2)[C@H:10]([O:38][CH2:39][C@H:40]2[CH2:44][O:43][C:42]([CH3:46])([CH3:45])[O:41]2)[CH2:9]1)=[O:7])([CH3:4])([CH3:2])[CH3:3], predict the reactants needed to synthesize it. The reactants are: [C:1]([O:5][C:6]([N:8]1[CH2:13][C@H:12]([O:14][CH2:15][C:16]2[CH:25]=[C:24]([O:26][CH3:27])[C:23]3[C:18](=[CH:19][CH:20]=[CH:21][CH:22]=3)[CH:17]=2)[C@@H:11]([C:28]2[CH:33]=[CH:32][C:31]([O:34]CC=C)=[CH:30][CH:29]=2)[C@H:10]([O:38][CH2:39][C@H:40]2[CH2:44][O:43][C:42]([CH3:46])([CH3:45])[O:41]2)[CH2:9]1)=[O:7])([CH3:4])([CH3:3])[CH3:2].C1(P(C2C=CC=CC=2)C2C=CC=CC=2)C=CC=CC=1.[BH4-].[Li+].CC(C)=O. (4) Given the product [Cl:1][C:2]1[C:10]([NH2:11])=[CH:9][C:8]([Cl:12])=[CH:7][C:3]=1[C:4]([O:6][CH3:13])=[O:5], predict the reactants needed to synthesize it. The reactants are: [Cl:1][C:2]1[C:10]([NH2:11])=[CH:9][C:8]([Cl:12])=[CH:7][C:3]=1[C:4]([OH:6])=[O:5].[CH3:13]CCCCC.C[Si](C=[N+]=[N-])(C)C. (5) Given the product [CH2:19]([NH:18][C:13]1[CH:14]=[CH:15][CH:16]=[CH:17][C:12]=1/[CH:11]=[CH:10]/[C:3]1[C:4]2[C:9](=[CH:8][CH:7]=[CH:6][CH:5]=2)[NH:1][N:2]=1)[C:20]1[CH:25]=[CH:24][CH:23]=[CH:22][CH:21]=1, predict the reactants needed to synthesize it. The reactants are: [NH:1]1[C:9]2[C:4](=[CH:5][CH:6]=[CH:7][CH:8]=2)[C:3](/[CH:10]=[CH:11]/[C:12]2[CH:17]=[CH:16][CH:15]=[CH:14][C:13]=2[NH2:18])=[N:2]1.[CH:19](=O)[C:20]1[CH:25]=[CH:24][CH:23]=[CH:22][CH:21]=1.C(O[BH-](OC(=O)C)OC(=O)C)(=O)C.[Na+].C(O)(=O)C.